Dataset: Forward reaction prediction with 1.9M reactions from USPTO patents (1976-2016). Task: Predict the product of the given reaction. (1) Given the reactants [CH2:1]1[C:10]2[C:5](=[CH:6][CH:7]=[CH:8][CH:9]=2)[CH2:4][CH2:3][NH:2]1.I(C1C=CC=CC=1)=[O:12].[Br-].[K+].C(=O)([O-])O.[Na+], predict the reaction product. The product is: [C:1]1(=[O:12])[C:10]2[C:5](=[CH:6][CH:7]=[CH:8][CH:9]=2)[CH2:4][CH2:3][NH:2]1. (2) Given the reactants [CH2:1]([N:8]([CH3:20])[S:9]([C:12]1[CH:17]=[CH:16][CH:15]=[C:14]([C:18]#[N:19])[CH:13]=1)(=[O:11])=[O:10])[C:2]1[CH:7]=[CH:6][CH:5]=[CH:4][CH:3]=1.[OH-].[NH4+], predict the reaction product. The product is: [NH2:19][CH2:18][C:14]1[CH:13]=[C:12]([S:9]([N:8]([CH2:1][C:2]2[CH:3]=[CH:4][CH:5]=[CH:6][CH:7]=2)[CH3:20])(=[O:11])=[O:10])[CH:17]=[CH:16][CH:15]=1. (3) Given the reactants Cl[C:2]([O:4][CH3:5])=[O:3].[NH:6]1[CH2:11][CH2:10][CH:9]([N:12]2[CH2:16][CH2:15][C:14]3([CH2:21][CH2:20][CH2:19][N:18]([C:22]4[CH:27]=[CH:26][C:25]([C:28]([F:31])([F:30])[F:29])=[CH:24][N:23]=4)[CH2:17]3)[C:13]2=[O:32])[CH2:8][CH2:7]1.C(N(CC)C(C)C)(C)C.C(Cl)Cl, predict the reaction product. The product is: [O:32]=[C:13]1[C:14]2([CH2:21][CH2:20][CH2:19][N:18]([C:22]3[CH:27]=[CH:26][C:25]([C:28]([F:30])([F:31])[F:29])=[CH:24][N:23]=3)[CH2:17]2)[CH2:15][CH2:16][N:12]1[CH:9]1[CH2:10][CH2:11][N:6]([C:2]([O:4][CH3:5])=[O:3])[CH2:7][CH2:8]1. (4) Given the reactants [Cl:1][C:2]1[CH:7]=[C:6]([Cl:8])[CH:5]=[CH:4][C:3]=1[NH:9][NH2:10].[C:11](OC(=O)C)(=[O:13])[CH3:12], predict the reaction product. The product is: [C:11]([NH:10][NH:9][C:3]1[CH:4]=[CH:5][C:6]([Cl:8])=[CH:7][C:2]=1[Cl:1])(=[O:13])[CH3:12]. (5) Given the reactants [O:1]([C:3]1[CH:4]=[C:5]([CH:9]=[CH:10][CH:11]=1)[CH2:6][CH2:7][NH2:8])[CH3:2].[CH2:12]=O, predict the reaction product. The product is: [CH3:2][O:1][C:3]1[CH:4]=[C:5]2[C:9](=[CH:10][CH:11]=1)[CH2:12][NH:8][CH2:7][CH2:6]2. (6) Given the reactants [CH:1]1[CH:6]=[C:5]([C:7]([C:15]2[CH:20]=[CH:19][C:18]([OH:21])=[CH:17][CH:16]=2)=[C:8]2[CH:14]=[CH:13][C:11](=[O:12])[CH:10]=[CH:9]2)[C:4]([S:22]([O-:25])(=[O:24])=[O:23])=[CH:3][CH:2]=1.[Na+].[OH-].[K+], predict the reaction product. The product is: [CH:1]1[CH:2]=[CH:3][C:4]2[S:22](=[O:25])(=[O:23])[O:24][C:7]([C:8]3[CH:14]=[CH:13][C:11]([OH:12])=[CH:10][CH:9]=3)([C:15]3[CH:16]=[CH:17][C:18]([OH:21])=[CH:19][CH:20]=3)[C:5]=2[CH:6]=1. (7) Given the reactants [CH:1](=[C:8]1/[N:9]=[C:10]([C:14]2[CH:19]=[C:18]([F:20])[CH:17]=[CH:16][C:15]=2[F:21])[NH:11][C:12]/1=[O:13])/[C:2]1[CH:7]=[CH:6][CH:5]=[CH:4][CH:3]=1.[Cl:22][C:23]1[CH:28]=[CH:27][CH:26]=[CH:25][C:24]=1/[CH:29]=[CH:30]/[CH:31]=[O:32], predict the reaction product. The product is: [Cl:22][C:23]1[CH:28]=[CH:27][CH:26]=[CH:25][C:24]=1[CH2:29][CH:30]1[C:31](=[O:32])[O:13][C:12]2[NH:11][C:10]([C:14]3[CH:19]=[C:18]([F:20])[CH:17]=[CH:16][C:15]=3[F:21])=[N:9][C:8]=2[CH:1]1[C:2]1[CH:3]=[CH:4][CH:5]=[CH:6][CH:7]=1.